Dataset: Full USPTO retrosynthesis dataset with 1.9M reactions from patents (1976-2016). Task: Predict the reactants needed to synthesize the given product. (1) Given the product [OH:60][CH2:59][C:58]([NH:57][C:49]1[C:50]([CH3:56])=[N:51][C:52]2[C:47]([N:48]=1)=[C:46]([C:40]1[NH:39][C:38]3[CH:36]([CH3:37])[NH:35][C:43](=[O:44])[C:42]=3[CH:41]=1)[CH:55]=[CH:54][CH:53]=2)([CH3:62])[CH3:61], predict the reactants needed to synthesize it. The reactants are: F[P-](F)(F)(F)(F)F.N1(O[P+](N2CCCC2)(N2CCCC2)N2CCCC2)C2C=CC=CC=2N=N1.Cl.[NH2:35][CH:36]([C:38]1[NH:39][C:40]([C:46]2[CH:55]=[CH:54][CH:53]=[C:52]3[C:47]=2[N:48]=[C:49]([NH:57][C:58]([CH3:62])([CH3:61])[CH2:59][OH:60])[C:50]([CH3:56])=[N:51]3)=[CH:41][C:42]=1[C:43](O)=[O:44])[CH3:37].CCN(C(C)C)C(C)C. (2) Given the product [N:1]1[C:6]2[O:7][CH2:8][CH2:9][O:10][C:5]=2[CH:4]=[C:3]([CH2:11][N:12]([CH:13]2[CH2:18][CH2:17][NH:16][CH2:15][CH2:14]2)[C:29](=[O:30])[O:31][C:32]([CH3:35])([CH3:34])[CH3:33])[N:2]=1, predict the reactants needed to synthesize it. The reactants are: [N:1]1[C:6]2[O:7][CH2:8][CH2:9][O:10][C:5]=2[CH:4]=[C:3]([CH2:11][N:12]([C:29]([O:31][C:32]([CH3:35])([CH3:34])[CH3:33])=[O:30])[CH:13]2[CH2:18][CH2:17][N:16](C(OCC3C=CC=CC=3)=O)[CH2:15][CH2:14]2)[N:2]=1. (3) Given the product [F:43][CH:8]([F:7])[O:9][C:10]1[CH:11]=[CH:12][C:13]([NH:16][C:17]2[O:21][C:20]([C:22]([NH:24][C:25]3[CH:26]=[CH:27][C:28]([O:31][CH:32]4[CH2:33][CH2:34][CH:35]([C:38]([OH:40])=[O:39])[CH2:36][CH2:37]4)=[N:29][CH:30]=3)=[O:23])=[N:19][N:18]=2)=[CH:14][CH:15]=1, predict the reactants needed to synthesize it. The reactants are: C[Si](C)(C)[O-].[K+].[F:7][CH:8]([F:43])[O:9][C:10]1[CH:15]=[CH:14][C:13]([NH:16][C:17]2[O:21][C:20]([C:22]([NH:24][C:25]3[CH:26]=[CH:27][C:28]([O:31][CH:32]4[CH2:37][CH2:36][CH:35]([C:38]([O:40]CC)=[O:39])[CH2:34][CH2:33]4)=[N:29][CH:30]=3)=[O:23])=[N:19][N:18]=2)=[CH:12][CH:11]=1. (4) Given the product [CH2:30]([O:29]/[C:5](=[CH:6]\[C:7]1[CH:12]=[CH:11][C:10]([O:13][CH2:14][C:15]2[N:16]=[C:17]([C:21]3[CH:26]=[CH:25][CH:24]=[CH:23][C:22]=3[CH3:27])[O:18][C:19]=2[CH3:20])=[CH:9][C:8]=1[CH3:28])/[C:4]([OH:32])=[O:3])[CH3:31], predict the reactants needed to synthesize it. The reactants are: C([O:3][C:4](=[O:32])/[C:5](/[O:29][CH2:30][CH3:31])=[CH:6]/[C:7]1[CH:12]=[CH:11][C:10]([O:13][CH2:14][C:15]2[N:16]=[C:17]([C:21]3[CH:26]=[CH:25][CH:24]=[CH:23][C:22]=3[CH3:27])[O:18][C:19]=2[CH3:20])=[CH:9][C:8]=1[CH3:28])C.[OH-].[Na+]. (5) Given the product [Cl:1][C:2]1[C:3]2[C:10]([C:11]3[CH:16]=[CH:15][CH:14]=[C:13]([Cl:17])[C:12]=3[CH3:18])=[C:9]([CH:20]=[CH2:21])[S:8][C:4]=2[N:5]=[CH:6][N:7]=1, predict the reactants needed to synthesize it. The reactants are: [Cl:1][C:2]1[C:3]2[C:10]([C:11]3[CH:16]=[CH:15][CH:14]=[C:13]([Cl:17])[C:12]=3[CH3:18])=[C:9](I)[S:8][C:4]=2[N:5]=[CH:6][N:7]=1.[CH3:20][C:21]1(C)C(C)(C)OB(C=C)O1.CC1OCCC1. (6) Given the product [Br:1][C:2]1[C:10]2[C:9]([Cl:11])=[N:8][CH:7]=[N:6][C:5]=2[N:4]([CH:13]2[CH2:18][CH2:17][N:16]([C:19]([O:21][C:22]([CH3:25])([CH3:24])[CH3:23])=[O:20])[CH2:15][CH2:14]2)[CH:3]=1, predict the reactants needed to synthesize it. The reactants are: [Br:1][C:2]1[C:10]2[C:5]([NH:6][CH:7]=[N:8][C:9]=2[Cl:11])=[N:4][CH:3]=1.O[CH:13]1[CH2:18][CH2:17][N:16]([C:19]([O:21][C:22]([CH3:25])([CH3:24])[CH3:23])=[O:20])[CH2:15][CH2:14]1.C1(P(C2C=CC=CC=2)C2C=CC=CC=2)C=CC=CC=1.CCOC(/N=N/C(OCC)=O)=O. (7) Given the product [CH2:14]([N:1]([CH2:10][C:3]1[CH:4]=[CH:5][CH:6]=[CH:7][CH:2]=1)[C:2]1[CH:7]=[CH:6][C:5]([C:8]#[N:9])=[CH:4][C:3]=1[C:10]([F:11])([F:12])[F:13])[C:15]1[CH:20]=[CH:19][CH:18]=[CH:17][CH:16]=1, predict the reactants needed to synthesize it. The reactants are: [NH2:1][C:2]1[CH:7]=[CH:6][C:5]([C:8]#[N:9])=[CH:4][C:3]=1[C:10]([F:13])([F:12])[F:11].[CH2:14](Br)[C:15]1[CH:20]=[CH:19][CH:18]=[CH:17][CH:16]=1.[H-].[Na+]. (8) Given the product [CH3:28][C:21]1([CH3:29])[C:22]2[C:27](=[CH:26][CH:25]=[CH:24][CH:23]=2)[N:19]([C:14]2[CH:15]=[CH:16][CH:17]=[CH:18][C:13]=2[NH:12][C:10]([NH2:9])=[S:11])[CH2:20]1, predict the reactants needed to synthesize it. The reactants are: C([NH:9][C:10]([NH:12][C:13]1[CH:18]=[CH:17][CH:16]=[CH:15][C:14]=1[N:19]1[C:27]2[C:22](=[CH:23][CH:24]=[CH:25][CH:26]=2)[C:21]([CH3:29])([CH3:28])[CH2:20]1)=[S:11])(=O)C1C=CC=CC=1.[OH-].[Na+]. (9) Given the product [N:15]1[CH:16]=[CH:17][CH:18]=[C:13]([CH2:12][NH:11][C:8]([C:4]2[S:3][C:2]([Br:1])=[N:6][C:5]=2[CH3:7])=[O:10])[CH:14]=1, predict the reactants needed to synthesize it. The reactants are: [Br:1][C:2]1[S:3][C:4]([C:8]([OH:10])=O)=[C:5]([CH3:7])[N:6]=1.[NH2:11][CH2:12][C:13]1[CH:14]=[N:15][CH:16]=[CH:17][CH:18]=1.F[P-](F)(F)(F)(F)F.N1(O[P+](N(C)C)(N(C)C)N(C)C)C2C=CC=CC=2N=N1.C(N(CC)C(C)C)(C)C. (10) Given the product [F:5][C:6]1[CH:7]=[C:8]([CH:12]=[CH:13][C:14]=1[F:15])[C:9]([NH:4][CH2:2][CH3:3])=[O:11], predict the reactants needed to synthesize it. The reactants are: Cl.[CH2:2]([NH2:4])[CH3:3].[F:5][C:6]1[CH:7]=[C:8]([CH:12]=[CH:13][C:14]=1[F:15])[C:9]([OH:11])=O.